This data is from Full USPTO retrosynthesis dataset with 1.9M reactions from patents (1976-2016). The task is: Predict the reactants needed to synthesize the given product. (1) Given the product [NH2:31][C:28]1[CH:29]=[CH:30][C:25]([C:24]([NH:23][C@@:13]2([C:4]3[CH:5]=[CH:6][C:7]([O:8][C:9]([F:12])([F:11])[F:10])=[C:2]([F:1])[CH:3]=3)[C:18]3=[N:19][CH:20]=[CH:21][CH:22]=[C:17]3[O:16][CH2:15][CH2:14]2)=[O:34])=[N:26][CH:27]=1, predict the reactants needed to synthesize it. The reactants are: [F:1][C:2]1[CH:3]=[C:4]([C@:13]2([NH:23][C:24](=[O:34])[C:25]3[CH:30]=[CH:29][C:28]([N+:31]([O-])=O)=[CH:27][N:26]=3)[C:18]3=[N:19][CH:20]=[CH:21][CH:22]=[C:17]3[O:16][CH2:15][CH2:14]2)[CH:5]=[CH:6][C:7]=1[O:8][C:9]([F:12])([F:11])[F:10]. (2) Given the product [OH:16][B:15]1[CH:14]([NH:28][C:29]([C:31]2[CH:40]=[C:39]3[C:38](=[CH:33][CH:32]=2)[N:37]=[CH:36][CH:35]=[CH:34]3)=[O:30])[CH2:13][C:9]2[C:8](=[C:7]([C:6]([OH:5])=[O:43])[CH:12]=[CH:11][CH:10]=2)[O:23]1, predict the reactants needed to synthesize it. The reactants are: C([O:5][C:6](=[O:43])[C:7]1[CH:12]=[CH:11][CH:10]=[C:9]([CH2:13][CH:14]([NH:28][C:29]([C:31]2[CH:32]=[C:33]3[C:38](=[CH:39][CH:40]=2)[N:37]=[CH:36][CH:35]=[CH:34]3)=[O:30])[B:15]2[O:23]C3C(C)(C4CC(C3)C4(C)C)[O:16]2)[C:8]=1OC)(C)(C)C.B(Cl)(Cl)Cl. (3) Given the product [NH2:16][CH2:17][CH2:18][NH:19][S:20]([C:23]1[CH:28]=[CH:27][C:26]([C:29]([CH3:32])([CH3:31])[CH3:30])=[CH:25][CH:24]=1)(=[O:22])=[O:21], predict the reactants needed to synthesize it. The reactants are: NC1C2C(=CC(OC)=C(OC)C=2)N=C([NH:16][CH2:17][CH2:18][NH:19][S:20]([C:23]2[CH:28]=[CH:27][C:26]([C:29]([CH3:32])([CH3:31])[CH3:30])=[CH:25][CH:24]=2)(=[O:22])=[O:21])N=1.C(N)CN.C(C1C=CC=CC=1S(Cl)(=O)=O)(C)(C)C. (4) Given the product [F:1][C:2]1[CH:3]=[CH:4][C:5]([C:8]2[S:12][C:11]([CH:13]([OH:14])[CH2:15][CH3:16])=[N:10][N:9]=2)=[CH:6][CH:7]=1, predict the reactants needed to synthesize it. The reactants are: [F:1][C:2]1[CH:7]=[CH:6][C:5]([C:8]2[S:12][C:11]([CH:13]=[O:14])=[N:10][N:9]=2)=[CH:4][CH:3]=1.[CH2:15]([Mg]Br)[CH3:16].C(OCC)C.